Dataset: Catalyst prediction with 721,799 reactions and 888 catalyst types from USPTO. Task: Predict which catalyst facilitates the given reaction. (1) The catalyst class is: 32. Reactant: [Cl:1][C:2]1[CH:3]=[C:4]([CH:19]=[CH:20][C:21]=1[C:22]([O:24]C)=[O:23])[C:5]([NH:7][CH2:8][C:9]1[NH:13][C:12]2[CH:14]=[CH:15][C:16]([Cl:18])=[CH:17][C:11]=2[N:10]=1)=[O:6].[OH-].[Na+]. Product: [Cl:1][C:2]1[CH:3]=[C:4]([CH:19]=[CH:20][C:21]=1[C:22]([OH:24])=[O:23])[C:5]([NH:7][CH2:8][C:9]1[NH:13][C:12]2[CH:14]=[CH:15][C:16]([Cl:18])=[CH:17][C:11]=2[N:10]=1)=[O:6]. (2) Reactant: [F:1][C:2]1[CH:7]=[CH:6][C:5]([O:8][CH3:9])=[CH:4][C:3]=1[C:10]1[CH:11]=[CH:12][C:13]([CH2:21][OH:22])=[N:14][C:15]=1[CH2:16][C:17]([CH3:20])([CH3:19])[CH3:18].C(N(CC)CC)C.O. Product: [F:1][C:2]1[CH:7]=[CH:6][C:5]([O:8][CH3:9])=[CH:4][C:3]=1[C:10]1[CH:11]=[CH:12][C:13]([CH:21]=[O:22])=[N:14][C:15]=1[CH2:16][C:17]([CH3:18])([CH3:20])[CH3:19]. The catalyst class is: 16. (3) Reactant: C(OC(=O)[NH:5][CH:6]1[CH2:12][CH2:11][CH2:10][CH2:9][N:8]2[C:13](=[O:24])[C:14]([Br:23])=[C:15]([C:17]3[CH:22]=[CH:21][N:20]=[CH:19][N:18]=3)[N:16]=[C:7]12)C.Br. Product: [NH2:5][CH:6]1[CH2:12][CH2:11][CH2:10][CH2:9][N:8]2[C:13](=[O:24])[C:14]([Br:23])=[C:15]([C:17]3[CH:22]=[CH:21][N:20]=[CH:19][N:18]=3)[N:16]=[C:7]12. The catalyst class is: 15. (4) Reactant: [CH:1]([C:4]1[O:8][C:7]([C:9]2[CH:17]=[CH:16][C:12]([C:13]([OH:15])=O)=[CH:11][N:10]=2)=[N:6][N:5]=1)([CH3:3])[CH3:2].[NH2:18][CH2:19][CH2:20][NH:21][C:22]([C:24]1[C:25]([C:35]([F:38])([F:37])[F:36])=[N:26][N:27]([C:29]2[CH:34]=[CH:33][CH:32]=[CH:31][CH:30]=2)[CH:28]=1)=[O:23].CCN=C=NCCCN(C)C.Cl.C1C=CC2N(O)N=NC=2C=1.O.C(N(CC)CC)C. Product: [CH:1]([C:4]1[O:8][C:7]([C:9]2[CH:17]=[CH:16][C:12]([C:13]([NH:18][CH2:19][CH2:20][NH:21][C:22]([C:24]3[C:25]([C:35]([F:37])([F:38])[F:36])=[N:26][N:27]([C:29]4[CH:34]=[CH:33][CH:32]=[CH:31][CH:30]=4)[CH:28]=3)=[O:23])=[O:15])=[CH:11][N:10]=2)=[N:6][N:5]=1)([CH3:2])[CH3:3]. The catalyst class is: 210.